The task is: Predict the product of the given reaction.. This data is from Forward reaction prediction with 1.9M reactions from USPTO patents (1976-2016). Given the reactants [CH3:1][C:2]1[C:7]([NH:8][C:9](=[O:15])[O:10][C:11]([CH3:14])([CH3:13])[CH3:12])=[C:6]([CH3:16])[N:5]=[C:4]([O:17][CH2:18][C:19]([N:21]([CH3:28])[CH:22]2[CH2:27][CH2:26][NH:25][CH2:24][CH2:23]2)=[O:20])[N:3]=1.CC1(C)C(C)(C)OB([C:37]2[CH:38]=[N:39][CH:40]=[CH:41][CH:42]=2)O1, predict the reaction product. The product is: [CH3:16][C:6]1[C:7]([NH:8][C:9](=[O:15])[O:10][C:11]([CH3:14])([CH3:12])[CH3:13])=[C:2]([CH3:1])[N:3]=[C:4]([O:17][CH2:18][C:19]([N:21]([CH3:28])[CH:22]2[CH2:23][CH2:24][N:25]([C:37]3[CH:38]=[N:39][CH:40]=[CH:41][CH:42]=3)[CH2:26][CH2:27]2)=[O:20])[N:5]=1.